Task: Predict the reaction yield, written as a fraction of the theoretical maximum amount of product (1.0 means a 100% yield; for example, 0.34 means a 34% yield).. Dataset: Reaction yield outcomes from USPTO patents with 853,638 reactions (1) The reactants are Cl[C:2]1[C:3]2[CH2:17][CH2:16][CH2:15][C:4]=2[N:5]=[C:6]([C:8]2[CH:13]=[CH:12][CH:11]=[C:10]([Cl:14])[CH:9]=2)[N:7]=1.[NH2:18][C:19](=[O:33])[CH:20]([CH2:25][C:26]1[CH:31]=[CH:30][C:29]([NH2:32])=[CH:28][CH:27]=1)C(OC)=O. No catalyst specified. The product is [Cl:14][C:10]1[CH:9]=[C:8]([C:6]2[N:7]=[C:2]([NH:32][C:29]3[CH:28]=[CH:27][C:26]([CH2:25][CH2:20][C:19]([NH2:18])=[O:33])=[CH:31][CH:30]=3)[C:3]3[CH2:17][CH2:16][CH2:15][C:4]=3[N:5]=2)[CH:13]=[CH:12][CH:11]=1. The yield is 0.230. (2) The reactants are [C:1]([N:8]1[CH2:13][CH2:12][O:11][CH2:10][CH:9]1[CH2:14][C:15]([OH:17])=O)([O:3][C:4]([CH3:7])([CH3:6])[CH3:5])=[O:2].[CH2:18]([N:25]1[CH2:31][CH2:30][CH2:29][NH:28][CH2:27][CH2:26]1)[C:19]1[CH:24]=[CH:23][CH:22]=[CH:21][CH:20]=1.CCN(C(C)C)C(C)C.CN(C(ON1N=NC2C=CC=CC1=2)=[N+](C)C)C.F[P-](F)(F)(F)(F)F. The catalyst is CN(C=O)C. The product is [CH2:18]([N:25]1[CH2:31][CH2:30][CH2:29][N:28]([C:15](=[O:17])[CH2:14][CH:9]2[CH2:10][O:11][CH2:12][CH2:13][N:8]2[C:1]([O:3][C:4]([CH3:5])([CH3:6])[CH3:7])=[O:2])[CH2:27][CH2:26]1)[C:19]1[CH:20]=[CH:21][CH:22]=[CH:23][CH:24]=1. The yield is 0.860.